Dataset: Reaction yield outcomes from USPTO patents with 853,638 reactions. Task: Predict the reaction yield, written as a fraction of the theoretical maximum amount of product (1.0 means a 100% yield; for example, 0.34 means a 34% yield). (1) The reactants are Cl[C:2]1[N:11]=[C:10]([NH:12][CH2:13][C@@H:14]([NH:21][C:22](=[O:24])[CH3:23])[C:15]2[CH:20]=[CH:19][CH:18]=[CH:17][CH:16]=2)[C:9]2[C:4](=[CH:5][CH:6]=[CH:7][CH:8]=2)[N:3]=1.[N:25]1[CH:26]=[CH:27][N:28]2[CH:33]=[C:32](B(O)O)[CH:31]=[CH:30][C:29]=12.N1C=CN2C=C(C3N=C(NCC(C4C=CC=CC=4)C4NC=CC=4)C4C(=CC=CC=4)N=3)C=CC=12. The catalyst is C(Cl)Cl.CO. The product is [N:25]1[CH:26]=[CH:27][N:28]2[CH:33]=[C:32]([C:2]3[N:11]=[C:10]([NH:12][CH2:13][C@@H:14]([NH:21][C:22](=[O:24])[CH3:23])[C:15]4[CH:20]=[CH:19][CH:18]=[CH:17][CH:16]=4)[C:9]4[C:4](=[CH:5][CH:6]=[CH:7][CH:8]=4)[N:3]=3)[CH:31]=[CH:30][C:29]=12. The yield is 0.630. (2) The product is [CH3:1][O:2][C:3]([C:5]1[CH:6]=[C:7]([C:12]2[CH:17]=[CH:16][C:15]([CH3:18])=[CH:14][CH:13]=2)[CH:8]=[C:9]([I:27])[CH:10]=1)=[O:4]. The catalyst is N1CCCCC1.C(#N)C. The yield is 0.660. The reactants are [CH3:1][O:2][C:3]([C:5]1[CH:6]=[C:7]([C:12]2[CH:17]=[CH:16][C:15]([CH3:18])=[CH:14][CH:13]=2)[CH:8]=[C:9](N)[CH:10]=1)=[O:4].N(OCCC(C)C)=O.[I:27]CI. (3) The reactants are [Cl:1][C:2]1[CH:37]=[CH:36][C:5]([CH2:6][CH:7]([C:17]([N:19]2[CH2:24][CH2:23][N:22]([C:25]3[C:26]4[C@H:33]([CH3:34])[CH2:32][CH2:31][C:27]=4[N:28]=[CH:29][N:30]=3)[C@@H:21]([CH3:35])[CH2:20]2)=[O:18])[CH2:8][NH:9]C(=O)OC(C)(C)C)=[CH:4][C:3]=1[F:38].[ClH:39]. The catalyst is C(Cl)Cl. The product is [ClH:1].[ClH:39].[NH2:9][CH2:8][CH:7]([CH2:6][C:5]1[CH:36]=[CH:37][C:2]([Cl:1])=[C:3]([F:38])[CH:4]=1)[C:17]([N:19]1[CH2:24][CH2:23][N:22]([C:25]2[C:26]3[C@H:33]([CH3:34])[CH2:32][CH2:31][C:27]=3[N:28]=[CH:29][N:30]=2)[C@@H:21]([CH3:35])[CH2:20]1)=[O:18]. The yield is 0.990. (4) The reactants are [O:1]=[C:2]1[CH2:6][CH2:5][CH:4]([C:7]([O:9][CH3:10])=[O:8])[CH2:3]1.CCN(C(C)C)C(C)C.[F:20][C:21]([F:34])([F:33])[S:22](O[S:22]([C:21]([F:34])([F:33])[F:20])(=[O:24])=[O:23])(=[O:24])=[O:23]. The catalyst is C1(C)C=CC=CC=1.C(OCC)(=O)C. The product is [F:20][C:21]([F:34])([F:33])[S:22]([O:1][CH:2]1[CH2:6][CH2:5][C:4]([C:7]([O:9][CH3:10])=[O:8])=[CH:3]1)(=[O:24])=[O:23]. The yield is 0.380.